From a dataset of Full USPTO retrosynthesis dataset with 1.9M reactions from patents (1976-2016). Predict the reactants needed to synthesize the given product. (1) Given the product [Cl:25][C:26]1[CH:48]=[CH:47][C:29]([CH2:30][N:31]2[CH2:36][CH2:35][N:34]3[CH:37]=[C:38]([C:41]([NH:7][CH3:6])=[O:43])[C:39]([OH:40])=[C:33]3[C:32]2=[O:46])=[CH:28][CH:27]=1, predict the reactants needed to synthesize it. The reactants are: FC1C=CC([CH2:6][N:7]2CCN3C=C(C(OCC)=O)C(O)=C3C2=O)=CC=1.[Cl:25][C:26]1[CH:48]=[CH:47][C:29]([CH2:30][N:31]2[CH2:36][CH2:35][N:34]3[CH:37]=[C:38]([C:41]([O:43]CC)=O)[C:39]([OH:40])=[C:33]3[C:32]2=[O:46])=[CH:28][CH:27]=1. (2) Given the product [CH2:1]([O:8][C:9](=[O:26])[CH:10]([NH:18][C:19]([O:21][C:22]([CH3:24])([CH3:23])[CH3:25])=[O:20])[CH2:11][CH:12]=[O:13])[C:2]1[CH:7]=[CH:6][CH:5]=[CH:4][CH:3]=1, predict the reactants needed to synthesize it. The reactants are: [CH2:1]([O:8][C:9](=[O:26])[CH:10]([NH:18][C:19]([O:21][C:22]([CH3:25])([CH3:24])[CH3:23])=[O:20])[CH2:11][C:12](N(OC)C)=[O:13])[C:2]1[CH:7]=[CH:6][CH:5]=[CH:4][CH:3]=1.CC(C[AlH]CC(C)C)C. (3) The reactants are: [F:1][C:2]1[CH:3]=[C:4]([C:8]2([CH2:22][CH2:23][N:24]3[C@H:29]4[CH2:30][CH2:31][C@@H:25]3[CH2:26][CH:27]([N:32]3[C:36]5[CH:37]=[CH:38][CH:39]=[CH:40][C:35]=5[N:34]=[C:33]3[CH3:41])[CH2:28]4)[CH2:13][CH2:12][N:11]([C:14](=[O:21])[C:15]([CH3:20])([NH2:19])[CH:16]([CH3:18])[CH3:17])[CH2:10][CH2:9]2)[CH:5]=[CH:6][CH:7]=1.[Cl:42][CH:43]([Cl:47])[C:44](Cl)=[O:45].CCN(C(C)C)C(C)C. Given the product [Cl:42][CH:43]([Cl:47])[C:44]([NH:19][C:15]([C:14]([N:11]1[CH2:12][CH2:13][C:8]([C:4]2[CH:5]=[CH:6][CH:7]=[C:2]([F:1])[CH:3]=2)([CH2:22][CH2:23][N:24]2[C@H:29]3[CH2:30][CH2:31][C@@H:25]2[CH2:26][CH:27]([N:32]2[C:36]4[CH:37]=[CH:38][CH:39]=[CH:40][C:35]=4[N:34]=[C:33]2[CH3:41])[CH2:28]3)[CH2:9][CH2:10]1)=[O:21])([CH3:20])[CH:16]([CH3:17])[CH3:18])=[O:45], predict the reactants needed to synthesize it. (4) Given the product [C:19]([C:23]1[CH:24]=[C:25]([NH:29][C:30]([NH:32][C@@H:33]2[C:42]3[C:37](=[CH:38][CH:39]=[CH:40][CH:41]=3)[C@H:36]([O:43][C:44]3[CH:45]=[CH:46][C:47]4[N:48]([C:50]([N:53]5[CH2:58][CH2:57][CH:56]([CH2:59][OH:60])[CH2:55][CH2:54]5)=[N:51][N:52]=4)[CH:49]=3)[CH2:35][CH2:34]2)=[O:31])[N:26]([CH3:28])[N:27]=1)([CH3:22])([CH3:20])[CH3:21], predict the reactants needed to synthesize it. The reactants are: [F-].C([N+](CCCC)(CCCC)CCCC)CCC.[C:19]([C:23]1[CH:24]=[C:25]([NH:29][C:30]([NH:32][C@@H:33]2[C:42]3[C:37](=[CH:38][CH:39]=[CH:40][CH:41]=3)[C@H:36]([O:43][C:44]3[CH:45]=[CH:46][C:47]4[N:48]([C:50]([N:53]5[CH2:58][CH2:57][CH:56]([CH2:59][O:60][Si](C(C)C)(C(C)C)C(C)C)[CH2:55][CH2:54]5)=[N:51][N:52]=4)[CH:49]=3)[CH2:35][CH2:34]2)=[O:31])[N:26]([CH3:28])[N:27]=1)([CH3:22])([CH3:21])[CH3:20]. (5) Given the product [C:13]([NH:1][C:2]1[CH:7]=[CH:6][C:5]([S:8]([O-:11])(=[O:9])=[O:10])=[CH:4][C:3]=1[CH3:12])(=[O:15])[CH3:14].[NH+:1]1[CH:2]=[CH:3][CH:4]=[CH:5][CH:6]=1, predict the reactants needed to synthesize it. The reactants are: [NH2:1][C:2]1[CH:7]=[CH:6][C:5]([S:8]([OH:11])(=[O:10])=[O:9])=[CH:4][C:3]=1[CH3:12].[C:13](OC(=O)C)(=[O:15])[CH3:14]. (6) Given the product [C:2]([C:6]1[CH:17]=[CH:16][CH:15]=[CH:14][C:7]=1[O:8][CH:9]1[CH2:13][CH2:12][N:11]([C:25]([C:20]2[CH:21]=[CH:22][CH:23]=[CH:24][N:19]=2)=[O:26])[CH2:10]1)([CH3:5])([CH3:3])[CH3:4], predict the reactants needed to synthesize it. The reactants are: Cl.[C:2]([C:6]1[CH:17]=[CH:16][CH:15]=[CH:14][C:7]=1[O:8][CH:9]1[CH2:13][CH2:12][NH:11][CH2:10]1)([CH3:5])([CH3:4])[CH3:3].Cl.[N:19]1[CH:24]=[CH:23][CH:22]=[CH:21][C:20]=1[C:25](Cl)=[O:26]. (7) Given the product [CH2:21]([C:20]1[O:27][CH:2]=[N:1][C:3]=1[C:4]([O:6][CH2:7][CH3:8])=[O:5])[CH2:22][CH2:23][CH2:24][CH2:25][CH3:26], predict the reactants needed to synthesize it. The reactants are: [N+:1]([CH2:3][C:4]([O:6][CH2:7][CH3:8])=[O:5])#[C-:2].C1CCN2C(=NCCC2)CC1.[C:20](Cl)(=[O:27])[CH2:21][CH2:22][CH2:23][CH2:24][CH2:25][CH3:26].O. (8) The reactants are: [OH:1][C:2]1[C:3]([CH3:18])=[C:4]2[C:9](=[C:10]([CH3:13])[C:11]=1[CH3:12])[O:8][C:7]([CH3:17])([C:14]([OH:16])=O)[CH2:6][CH2:5]2.C1N=CN(C(N2C=NC=C2)=O)C=1.[CH2:31]([N:38]1[CH2:43][CH2:42][NH:41][CH2:40][CH2:39]1)[C:32]1[CH:37]=[CH:36][CH:35]=[CH:34][CH:33]=1. Given the product [CH2:31]([N:38]1[CH2:43][CH2:42][N:41]([C:14]([C:7]2([CH3:17])[CH2:6][CH2:5][C:4]3[C:9](=[C:10]([CH3:13])[C:11]([CH3:12])=[C:2]([OH:1])[C:3]=3[CH3:18])[O:8]2)=[O:16])[CH2:40][CH2:39]1)[C:32]1[CH:33]=[CH:34][CH:35]=[CH:36][CH:37]=1, predict the reactants needed to synthesize it.